This data is from hERG potassium channel inhibition data for cardiac toxicity prediction from Karim et al.. The task is: Regression/Classification. Given a drug SMILES string, predict its toxicity properties. Task type varies by dataset: regression for continuous values (e.g., LD50, hERG inhibition percentage) or binary classification for toxic/non-toxic outcomes (e.g., AMES mutagenicity, cardiotoxicity, hepatotoxicity). Dataset: herg_karim. (1) The molecule is COc1ccc(C23CC2CN(CCCSc2nnc(-c4ocnc4C)n2C)C3)cc1Cl. The result is 1 (blocker). (2) The result is 1 (blocker). The compound is OCCN1CCN(CCCN2c3ccccc3Sc3ccc(C(F)(F)F)cc32)CC1. (3) The molecule is Cc1[nH]c(C=C2C(=O)Nc3ccc(S(=O)(=O)N(C)c4cccc(Cl)c4)cc32)c(C)c1C(=O)N1CCN(C)CC1. The result is 0 (non-blocker). (4) The compound is Cc1cc(Cl)nc(C)c1C(=O)NCC[C@@H](C)N1CCC(N(Cc2ccsc2)C(=O)NCCCCC(=O)O)CC1. The result is 0 (non-blocker). (5) The molecule is O=C(CCc1ccccc1)N[C@H]1CC[C@](O)(c2ccc(O)c(F)c2)CC1. The result is 0 (non-blocker). (6) The compound is Cc1c(CNC2CCC(F)C2)nn(CCC#N)c1-c1cc(F)cc(F)c1. The result is 1 (blocker). (7) The compound is Clc1ccc(C2CCCCNC2)cc1Cl. The result is 1 (blocker). (8) The drug is COCCN1CCC[C@H](Cn2c(-c3cccnc3C)nc3cn(C4CCCCC4)nc3c2=O)C1. The result is 0 (non-blocker). (9) The molecule is Cc1cccc(Nc2nc(NCC3CCCCN3)ncc2C(N)=O)c1. The result is 1 (blocker). (10) The drug is Cc1[nH]c2ccccc2c1CCN1Cc2ccc(/C=C/C(=O)NO)cc2C1. The result is 1 (blocker).